Dataset: Reaction yield outcomes from USPTO patents with 853,638 reactions. Task: Predict the reaction yield, written as a fraction of the theoretical maximum amount of product (1.0 means a 100% yield; for example, 0.34 means a 34% yield). (1) The reactants are C([O-])=O.[NH4+].[CH2:5]([O:12][C:13]1[CH:18]=[CH:17][C:16]([N+:19]([O-])=O)=[CH:15][C:14]=1[F:22])[C:6]1[CH:11]=[CH:10][CH:9]=[CH:8][CH:7]=1.C1(C)C=CC=CC=1. The catalyst is [Fe].O. The product is [CH2:5]([O:12][C:13]1[CH:18]=[CH:17][C:16]([NH2:19])=[CH:15][C:14]=1[F:22])[C:6]1[CH:7]=[CH:8][CH:9]=[CH:10][CH:11]=1. The yield is 1.00. (2) The catalyst is CN(C=O)C. The yield is 0.750. The product is [Br:31][C:23]1[N:12]2[C:11]3[CH:10]=[CH:9][CH:8]=[C:7]([C:1]4[CH:2]=[CH:3][CH:4]=[CH:5][CH:6]=4)[C:20]=3[C:19]3[CH:18]=[CH:17][CH:16]=[CH:15][C:14]=3[C:13]2=[N:21][CH:22]=1. The reactants are [C:1]1([C:7]2[C:20]3[C:19]4[CH:18]=[CH:17][CH:16]=[CH:15][C:14]=4[C:13]4=[N:21][CH:22]=[CH:23][N:12]4[C:11]=3[CH:10]=[CH:9][CH:8]=2)[CH:6]=[CH:5][CH:4]=[CH:3][CH:2]=1.C1C(=O)N([Br:31])C(=O)C1. (3) The reactants are C([O:3][C:4](=O)[CH2:5][C:6](=O)[CH2:7][N:8]1[C:12]([CH3:13])=[C:11]([CH2:14][C:15]2[CH:23]=[C:22]([CH3:24])[C:21]([O:25][CH3:26])=[C:20]3[C:16]=2[CH2:17][CH2:18][CH2:19]3)[C:10]([CH3:27])=[N:9]1)C.Cl.[C:31]([NH2:34])(=[NH:33])[CH3:32].[O-]CC.[Na+]. The product is [CH3:26][O:25][C:21]1[C:22]([CH3:24])=[CH:23][C:15]([CH2:14][C:11]2[C:10]([CH3:27])=[N:9][N:8]([CH2:7][C:6]3[N:33]=[C:31]([CH3:32])[NH:34][C:4](=[O:3])[CH:5]=3)[C:12]=2[CH3:13])=[C:16]2[C:20]=1[CH2:19][CH2:18][CH2:17]2. The catalyst is C(O)C. The yield is 0.813.